Dataset: hERG potassium channel inhibition data for cardiac toxicity prediction from Karim et al.. Task: Regression/Classification. Given a drug SMILES string, predict its toxicity properties. Task type varies by dataset: regression for continuous values (e.g., LD50, hERG inhibition percentage) or binary classification for toxic/non-toxic outcomes (e.g., AMES mutagenicity, cardiotoxicity, hepatotoxicity). Dataset: herg_karim. (1) The compound is CCN(CC)C(C)CCCNc1nccc(NCc2ccc(Cl)cc2Cl)n1.N. The result is 1 (blocker). (2) The molecule is OCCNC1CCCc2c1[nH]c1ccc(-c3ccccc3)cc21. The result is 0 (non-blocker). (3) The drug is Cc1c([C@@H](O)CN2CCC3(CC2)CCN(c2ncns2)C3=O)ccc2c1COC2=O. The result is 0 (non-blocker).